From a dataset of HIV replication inhibition screening data with 41,000+ compounds from the AIDS Antiviral Screen. Binary Classification. Given a drug SMILES string, predict its activity (active/inactive) in a high-throughput screening assay against a specified biological target. (1) The drug is O=C1C2=C(c3ccccc31)C(c1ccccc1Cl)N1C(=O)CSC1=N2. The result is 0 (inactive). (2) The molecule is COc1ccc(C2c3c[nH]nc3CC3CCCCC32)cc1. The result is 0 (inactive). (3) The drug is O=C1C(c2ccccc2)=C2C(=C1c1ccccc1)c1cccc3cccc2c13. The result is 0 (inactive). (4) The molecule is CC1CC(=O)Nc2ccccc2N1. The result is 0 (inactive). (5) The compound is CC1CC2=C(C(=O)O1)C(c1ccccc1)Nc1ccccc1N2. The result is 0 (inactive). (6) The compound is CCOC(=O)C1=C(Nc2ccc(NC3=C(C(=O)OCC)C(=O)CS3)cc2)SCC1=O. The result is 0 (inactive). (7) The result is 0 (inactive). The drug is NC(=S)NN=Cc1ncccc1O. (8) The compound is CN(C)C(=Nc1nc(N(C)C)s[s+]1)N(C)C.[Br-]. The result is 0 (inactive).